This data is from Reaction yield outcomes from USPTO patents with 853,638 reactions. The task is: Predict the reaction yield, written as a fraction of the theoretical maximum amount of product (1.0 means a 100% yield; for example, 0.34 means a 34% yield). (1) The reactants are [Si]([O:8][CH2:9][C:10]1[N:15]=[C:14]([NH:16]CC2C=CC(OC)=C(OC)C=2)[N:13]2[N:28]=[C:29]([C:31]3[O:32][CH:33]=[CH:34][CH:35]=3)[N:30]=[C:12]2[CH:11]=1)(C(C)(C)C)(C)C.C1(OC)C=CC=CC=1.FC(F)(F)S(O)(=O)=O.[OH-].[Na+]. The catalyst is FC(F)(F)C(O)=O. The product is [NH2:16][C:14]1[N:13]2[N:28]=[C:29]([C:31]3[O:32][CH:33]=[CH:34][CH:35]=3)[N:30]=[C:12]2[CH:11]=[C:10]([CH2:9][OH:8])[N:15]=1. The yield is 0.950. (2) The catalyst is CN(C=O)C. The reactants are [Cl:1][C:2]1[C:7](F)=[CH:6][CH:5]=[CH:4][N:3]=1.[NH:9]1[CH:13]=[CH:12][CH:11]=[N:10]1.C([O-])([O-])=O.[K+].[K+].O. The yield is 0.400. The product is [Cl:1][C:2]1[C:7]([N:9]2[CH:13]=[CH:12][CH:11]=[N:10]2)=[CH:6][CH:5]=[CH:4][N:3]=1.